This data is from Peptide-MHC class I binding affinity with 185,985 pairs from IEDB/IMGT. The task is: Regression. Given a peptide amino acid sequence and an MHC pseudo amino acid sequence, predict their binding affinity value. This is MHC class I binding data. (1) The peptide sequence is AVYGNITHK. The MHC is HLA-A31:01 with pseudo-sequence HLA-A31:01. The binding affinity (normalized) is 0.395. (2) The peptide sequence is YILHSDYQL. The MHC is HLA-A02:01 with pseudo-sequence HLA-A02:01. The binding affinity (normalized) is 0.766. (3) The peptide sequence is WISDNTHIYL. The MHC is HLA-A02:03 with pseudo-sequence HLA-A02:03. The binding affinity (normalized) is 0.986. (4) The peptide sequence is IAVGMVTLY. The MHC is HLA-B35:01 with pseudo-sequence HLA-B35:01. The binding affinity (normalized) is 0.759. (5) The peptide sequence is RTEIIRMMESA. The MHC is HLA-A02:02 with pseudo-sequence HLA-A02:02. The binding affinity (normalized) is 0.166. (6) The peptide sequence is QPWTPVSSF. The MHC is HLA-B57:01 with pseudo-sequence HLA-B57:01. The binding affinity (normalized) is 0.0847. (7) The peptide sequence is ISYIILFIL. The MHC is Mamu-A01 with pseudo-sequence Mamu-A01. The binding affinity (normalized) is 0.258. (8) The peptide sequence is TSSDTYACW. The MHC is HLA-B40:01 with pseudo-sequence HLA-B40:01. The binding affinity (normalized) is 0.0847. (9) The peptide sequence is GLFDFVNFVK. The MHC is HLA-A03:01 with pseudo-sequence HLA-A03:01. The binding affinity (normalized) is 1.00. (10) The peptide sequence is YQVEGATRV. The MHC is HLA-B15:17 with pseudo-sequence HLA-B15:17. The binding affinity (normalized) is 0.0847.